Dataset: Reaction yield outcomes from USPTO patents with 853,638 reactions. Task: Predict the reaction yield, written as a fraction of the theoretical maximum amount of product (1.0 means a 100% yield; for example, 0.34 means a 34% yield). (1) The reactants are C[O:2][C:3]1[CH:12]=[C:11]([CH3:13])[C:10]2[C:9](=[O:14])[NH:8][C@@H:7]3[CH2:15][N:16]([C:18]([O:20][C:21]([CH3:24])([CH3:23])[CH3:22])=[O:19])[CH2:17][C@H:6]3[C:5]=2[CH:4]=1.C1(S)C=CC=CC=1.C(=O)([O-])[O-].[K+].[K+]. The catalyst is CN1CCCC1=O. The product is [OH:2][C:3]1[CH:12]=[C:11]([CH3:13])[C:10]2[C:9](=[O:14])[NH:8][C@@H:7]3[CH2:15][N:16]([C:18]([O:20][C:21]([CH3:24])([CH3:23])[CH3:22])=[O:19])[CH2:17][C@H:6]3[C:5]=2[CH:4]=1. The yield is 0.650. (2) The reactants are Cl[C:2]1[C:3](=[O:18])[N:4]([CH:15]([CH3:17])[CH3:16])[S:5](=[O:14])(=[O:13])[C:6]=1[C:7]1[CH:12]=[CH:11][CH:10]=[CH:9][CH:8]=1.[NH2:19][CH2:20][CH2:21][C:22]1[CH:29]=[CH:28][C:25]([C:26]#[N:27])=[CH:24][CH:23]=1. The catalyst is CC#N. The product is [CH:15]([N:4]1[C:3](=[O:18])[C:2]([NH:19][CH2:20][CH2:21][C:22]2[CH:29]=[CH:28][C:25]([C:26]#[N:27])=[CH:24][CH:23]=2)=[C:6]([C:7]2[CH:12]=[CH:11][CH:10]=[CH:9][CH:8]=2)[S:5]1(=[O:14])=[O:13])([CH3:17])[CH3:16]. The yield is 0.670. (3) The reactants are [C:1](Cl)(=[O:4])[CH:2]=[CH2:3].[NH2:6][C:7]1[CH:12]=[C:11]([NH:13][C:14]2[N:19]=[C:18]([C:20]3[C:28]4[C:23](=[CH:24][CH:25]=[CH:26][CH:27]=4)[N:22]([CH3:29])[CH:21]=3)[CH:17]=[CH:16][N:15]=2)[C:10]([O:30][CH3:31])=[CH:9][C:8]=1[N:32]([CH3:44])[CH2:33][CH2:34][N:35]([CH3:43])[C:36](=[O:42])[O:37][C:38]([CH3:41])([CH3:40])[CH3:39].CCN(C(C)C)C(C)C. The catalyst is C(Cl)Cl.CO. The product is [CH3:31][O:30][C:10]1[C:11]([NH:13][C:14]2[N:19]=[C:18]([C:20]3[C:28]4[C:23](=[CH:24][CH:25]=[CH:26][CH:27]=4)[N:22]([CH3:29])[CH:21]=3)[CH:17]=[CH:16][N:15]=2)=[CH:12][C:7]([NH:6][C:1](=[O:4])[CH:2]=[CH2:3])=[C:8]([N:32]([CH3:44])[CH2:33][CH2:34][N:35]([CH3:43])[C:36](=[O:42])[O:37][C:38]([CH3:41])([CH3:39])[CH3:40])[CH:9]=1. The yield is 0.780.